Dataset: Retrosynthesis with 50K atom-mapped reactions and 10 reaction types from USPTO. Task: Predict the reactants needed to synthesize the given product. (1) The reactants are: Cc1ccc(S(=O)(=O)n2ccc3c(C=O)cccc32)cc1.NO. Given the product Cc1ccc(S(=O)(=O)n2ccc3c(C=NO)cccc32)cc1, predict the reactants needed to synthesize it. (2) The reactants are: Nc1nc(NC2CCN(CC34CC(c5ccccc53)c3ccccc34)CC2)ncc1[N+](=O)[O-]. Given the product Nc1cnc(NC2CCN(CC34CC(c5ccccc53)c3ccccc34)CC2)nc1N, predict the reactants needed to synthesize it. (3) Given the product O=Cc1ccc(OCCOc2cccc(Br)n2)cc1, predict the reactants needed to synthesize it. The reactants are: Brc1cccc(Br)n1.O=Cc1ccc(OCCO)cc1. (4) The reactants are: COc1ccc(-c2nc(N)sc2Cc2ccccc2)cc1.COc1ccc(C(=O)Cl)cc1. Given the product COc1ccc(C(=O)Nc2nc(-c3ccc(OC)cc3)c(Cc3ccccc3)s2)cc1, predict the reactants needed to synthesize it. (5) Given the product CC1COc2ccccc2C1c1ncc[nH]1, predict the reactants needed to synthesize it. The reactants are: CC1COc2ccccc2C1(O)c1ncc[nH]1. (6) Given the product Cn1nc(C(F)(F)F)c(-c2c(O)c3nccnc3n(CC(F)F)c2=O)c1OC(F)F, predict the reactants needed to synthesize it. The reactants are: CC(C)C(=O)Oc1c(-c2c(C(F)(F)F)nn(C)c2OC(F)F)c(=O)n(CC(F)F)c2nccnc12. (7) Given the product Ic1ccc(N2CCCC2)nc1, predict the reactants needed to synthesize it. The reactants are: C1CCNC1.Clc1ccc(I)cn1.